This data is from Orexin1 receptor HTS with 218,158 compounds and 233 confirmed actives. The task is: Binary Classification. Given a drug SMILES string, predict its activity (active/inactive) in a high-throughput screening assay against a specified biological target. (1) The drug is S(=O)(=O)(N(CC)CC)c1cc2c(n(cc(c2=O)C(=O)NCc2cc3OCOc3cc2)C)cc1. The result is 0 (inactive). (2) The drug is S(c1ncccc1C(=O)NC1CCCCC1)c1ccccc1. The result is 0 (inactive).